Dataset: Forward reaction prediction with 1.9M reactions from USPTO patents (1976-2016). Task: Predict the product of the given reaction. (1) Given the reactants [OH:1][C@H:2]1[CH2:7][CH2:6][CH2:5][C@@H:4]([NH:8][C:9](=[O:15])[O:10][C:11]([CH3:14])([CH3:13])[CH3:12])[CH2:3]1.[H-].[Na+].I[CH3:19], predict the reaction product. The product is: [CH3:19][O:1][C@H:2]1[CH2:7][CH2:6][CH2:5][C@@H:4]([NH:8][C:9](=[O:15])[O:10][C:11]([CH3:12])([CH3:14])[CH3:13])[CH2:3]1. (2) Given the reactants [C:1]1(P(C2C=CC=CC=2)C2C=CC=CC=2)[CH:6]=CC=C[CH:2]=1.CCOC(/N=N/C(OCC)=O)=O.C1(C)C=CC=CC=1.[Cl:39][C:40]1[CH:45]=[C:44]([C:46]2[CH:51]=[CH:50][C:49]([O:52][C:53]3[CH:58]=[CH:57][C:56]([F:59])=[CH:55][CH:54]=3)=[CH:48][CH:47]=2)[N:43]=[C:42]([NH:60][S:61]([CH3:64])(=[O:63])=[O:62])[CH:41]=1.C(O)C=C, predict the reaction product. The product is: [CH2:6]([N:60]([C:42]1[CH:41]=[C:40]([Cl:39])[CH:45]=[C:44]([C:46]2[CH:47]=[CH:48][C:49]([O:52][C:53]3[CH:54]=[CH:55][C:56]([F:59])=[CH:57][CH:58]=3)=[CH:50][CH:51]=2)[N:43]=1)[S:61]([CH3:64])(=[O:62])=[O:63])[CH:1]=[CH2:2].